This data is from Forward reaction prediction with 1.9M reactions from USPTO patents (1976-2016). The task is: Predict the product of the given reaction. (1) Given the reactants [F:1][C:2]1[CH:10]=[C:9]2[C:5]([C:6]([C:12]3[N:13]=[C:14]4[C:20]([C:21]([NH:23][C:24]5([CH2:27][NH:28]C(=O)OC(C)(C)C)[CH2:26][CH2:25]5)=[O:22])=[CH:19][NH:18][C:15]4=[N:16][CH:17]=3)=[N:7][N:8]2[CH3:11])=[CH:4][CH:3]=1.[ClH:36], predict the reaction product. The product is: [ClH:36].[NH2:28][CH2:27][C:24]1([NH:23][C:21]([C:20]2[C:14]3[C:15](=[N:16][CH:17]=[C:12]([C:6]4[C:5]5[C:9](=[CH:10][C:2]([F:1])=[CH:3][CH:4]=5)[N:8]([CH3:11])[N:7]=4)[N:13]=3)[NH:18][CH:19]=2)=[O:22])[CH2:25][CH2:26]1. (2) Given the reactants [C:1]([O:5][C:6]([N:8]1[CH2:13][CH:12]=[C:11](B2OC(C)(C)C(C)(C)O2)[CH2:10][CH2:9]1)=[O:7])([CH3:4])([CH3:3])[CH3:2].C(=O)([O-])[O-].[K+].[K+].C[O:30][C:31](=[O:52])[C:32]1[CH:37]=[C:36]([C:38]([F:41])([F:40])[F:39])[C:35](OS(C(F)(F)F)(=O)=O)=[CH:34][C:33]=1[O:50][CH3:51], predict the reaction product. The product is: [C:1]([O:5][C:6]([N:8]1[CH2:13][CH:12]=[C:11]([C:35]2[CH:34]=[C:33]([O:50][CH3:51])[C:32]([C:31]([OH:52])=[O:30])=[CH:37][C:36]=2[C:38]([F:39])([F:41])[F:40])[CH2:10][CH2:9]1)=[O:7])([CH3:2])([CH3:3])[CH3:4]. (3) Given the reactants [F:1][C:2]1[CH:3]=[C:4]([CH:29]=[C:30]([N:32]2[CH2:37][CH2:36][CH2:35][CH2:34][CH2:33]2)[CH:31]=1)[C:5]([NH:7][C:8]1[C:17]2[C:12](=[CH:13][CH:14]=[CH:15][CH:16]=2)[C:11]([O:18][C:19]2[CH:24]=[CH:23][N:22]=[C:21](S(C)(=O)=O)[N:20]=2)=[CH:10][CH:9]=1)=[O:6].[O:38]1[CH2:42][CH2:41][O:40][CH:39]1[CH2:43][NH2:44], predict the reaction product. The product is: [O:38]1[CH2:42][CH2:41][O:40][CH:39]1[CH2:43][NH:44][C:21]1[N:20]=[C:19]([O:18][C:11]2[C:12]3[C:17](=[CH:16][CH:15]=[CH:14][CH:13]=3)[C:8]([NH:7][C:5](=[O:6])[C:4]3[CH:29]=[C:30]([N:32]4[CH2:37][CH2:36][CH2:35][CH2:34][CH2:33]4)[CH:31]=[C:2]([F:1])[CH:3]=3)=[CH:9][CH:10]=2)[CH:24]=[CH:23][N:22]=1. (4) Given the reactants [CH2:1]([NH:3][C:4](=[O:15])[C:5]1[CH:10]=[CH:9][C:8]([N+:11]([O-:13])=[O:12])=[C:7]([OH:14])[CH:6]=1)[CH3:2].C(=O)([O-])[O-].[K+].[K+].[CH2:22](Br)[C:23]1[CH:28]=[CH:27][CH:26]=[CH:25][CH:24]=1, predict the reaction product. The product is: [CH2:1]([NH:3][C:4](=[O:15])[C:5]1[CH:10]=[CH:9][C:8]([N+:11]([O-:13])=[O:12])=[C:7]([O:14][CH2:22][C:23]2[CH:28]=[CH:27][CH:26]=[CH:25][CH:24]=2)[CH:6]=1)[CH3:2]. (5) Given the reactants [CH3:1][O:2][C:3]1[CH:4]=[C:5]2[C:10](=[CH:11][CH:12]=1)[N+:9]([O-])=[CH:8][CH:7]=[CH:6]2.O=P(Cl)(Cl)[Cl:16].C([O-])([O-])=O.[Na+].[Na+], predict the reaction product. The product is: [Cl:16][C:8]1[CH:7]=[CH:6][C:5]2[C:10](=[CH:11][CH:12]=[C:3]([O:2][CH3:1])[CH:4]=2)[N:9]=1. (6) Given the reactants [Cl-].[CH3:2][S:3]([C:6]1[CH:11]=[CH:10][C:9]([CH2:12][NH3+:13])=[CH:8][CH:7]=1)(=[O:5])=[O:4].[Cl:14][C:15]1[CH:20]=[CH:19][CH:18]=[CH:17][C:16]=1[CH2:21][N:22]1[C:27](=[O:28])[C:26]([C:29]([NH:31][CH2:32][C:33]([O:35]CC)=[O:34])=[O:30])=[C:25]([OH:38])[C:24]([C:39](OC)=[O:40])=[C:23]1[OH:43].C(N(C(C)C)CC)(C)C, predict the reaction product. The product is: [Cl:14][C:15]1[CH:20]=[CH:19][CH:18]=[CH:17][C:16]=1[CH2:21][N:22]1[C:23]([OH:43])=[C:24]([C:39]([NH:13][CH2:12][C:9]2[CH:10]=[CH:11][C:6]([S:3]([CH3:2])(=[O:4])=[O:5])=[CH:7][CH:8]=2)=[O:40])[C:25]([OH:38])=[C:26]([C:29]([NH:31][CH2:32][C:33]([OH:35])=[O:34])=[O:30])[C:27]1=[O:28]. (7) Given the reactants [CH2:1]([O:3][C:4]([N:6]1[C:15]2[C:10](=[N:11][C:12]([O:16][CH3:17])=[CH:13][CH:14]=2)[C@@H:9]([NH:18][C:19]2[N:24]=[C:23]([CH2:25][C:26]3[CH:31]=[C:30]([C:32]([F:35])([F:34])[F:33])[CH:29]=[C:28]([C:36]([F:39])([F:38])[F:37])[CH:27]=3)[C:22]([CH2:40][OH:41])=[CH:21][N:20]=2)[CH2:8][C@H:7]1[CH2:42][CH3:43])=[O:5])[CH3:2].[H-].[Na+].CI.[C:48](=O)([O-])O.[Na+], predict the reaction product. The product is: [CH2:1]([O:3][C:4]([N:6]1[C:15]2[C:10](=[N:11][C:12]([O:16][CH3:17])=[CH:13][CH:14]=2)[C@@H:9]([NH:18][C:19]2[N:24]=[C:23]([CH2:25][C:26]3[CH:27]=[C:28]([C:36]([F:37])([F:38])[F:39])[CH:29]=[C:30]([C:32]([F:35])([F:33])[F:34])[CH:31]=3)[C:22]([CH2:40][O:41][CH3:48])=[CH:21][N:20]=2)[CH2:8][C@H:7]1[CH2:42][CH3:43])=[O:5])[CH3:2]. (8) The product is: [CH:17]([C:2]1[CH:11]=[CH:10][CH:9]=[C:8]2[C:3]=1[CH2:4][CH2:5][O:6][CH:7]2[C:12]1[NH:13][CH2:14][CH2:15][N:16]=1)([CH3:19])[CH3:18]. Given the reactants Br[C:2]1[CH:11]=[CH:10][CH:9]=[C:8]2[C:3]=1[CH2:4][CH2:5][O:6][CH:7]2[C:12]1[NH:13][CH2:14][CH2:15][N:16]=1.[C:17](P(C(C)(C)C)C(C)(C)C)(C)([CH3:19])[CH3:18].C1(C)C=CC=CC=1.[Br-].C([Zn+])(C)C, predict the reaction product.